The task is: Binary Classification. Given a drug SMILES string, predict its activity (active/inactive) in a high-throughput screening assay against a specified biological target.. This data is from KCNQ2 potassium channel screen with 302,405 compounds. (1) The molecule is O(CC(=O)N1CCN(CC1)c1ccccc1)c1cc2oc(=O)c(c(c2cc1)C)C. The result is 0 (inactive). (2) The compound is S(c1ccc(NC(=O)Nc2ccc(CN3CCN(CC3)CC)cc2)cc1)C. The result is 0 (inactive). (3) The compound is Clc1c(/C=C\C(=O)n2nccc2)ccc(Cl)c1. The result is 0 (inactive).